Dataset: Reaction yield outcomes from USPTO patents with 853,638 reactions. Task: Predict the reaction yield, written as a fraction of the theoretical maximum amount of product (1.0 means a 100% yield; for example, 0.34 means a 34% yield). (1) The product is [Cl:47][C:41]1[CH:40]=[CH:39][C:38]([C:7]2[CH:8]=[CH:9][C:10]3[O:14][C:13]([C:15]4[CH:20]=[CH:19][C:18]([F:21])=[CH:17][CH:16]=4)=[C:12]([C:22](=[O:25])[NH:23][CH3:24])[C:11]=3[CH:26]=2)=[CH:46][C:42]=1[C:43]([OH:45])=[O:44]. The reactants are FC(F)(F)S(O[C:7]1[CH:8]=[CH:9][C:10]2[O:14][C:13]([C:15]3[CH:20]=[CH:19][C:18]([F:21])=[CH:17][CH:16]=3)=[C:12]([C:22](=[O:25])[NH:23][CH3:24])[C:11]=2[CH:26]=1)(=O)=O.O1CCOCC1.B([C:38]1[CH:39]=[CH:40][C:41]([Cl:47])=[C:42]([CH:46]=1)[C:43]([OH:45])=[O:44])(O)O.C(=O)([O-])[O-].[Cs+].[Cs+]. The catalyst is Cl.C1C=CC([P]([Pd]([P](C2C=CC=CC=2)(C2C=CC=CC=2)C2C=CC=CC=2)([P](C2C=CC=CC=2)(C2C=CC=CC=2)C2C=CC=CC=2)[P](C2C=CC=CC=2)(C2C=CC=CC=2)C2C=CC=CC=2)(C2C=CC=CC=2)C2C=CC=CC=2)=CC=1.O. The yield is 1.00. (2) The reactants are [NH:1]1[CH2:9][CH2:8][CH:4]([C:5]([NH2:7])=[O:6])[CH2:3][CH2:2]1.[CH2:10]=O. The catalyst is O.[Pd]. The product is [CH3:10][N:1]1[CH2:9][CH2:8][CH:4]([C:5]([NH2:7])=[O:6])[CH2:3][CH2:2]1. The yield is 0.640. (3) The reactants are [I:1][C:2]1[CH:3]=[C:4]2[N:10]=[CH:9][N:8]([CH2:11][C:12]3[CH:17]=[CH:16][C:15]([OH:18])=[C:14]([O:19][CH3:20])[CH:13]=3)[C:5]2=[N:6][CH:7]=1.C(=O)([O-])[O-].[K+].[K+].Cl[CH:28]([C:30]1[CH:31]=[CH:32][C:33]([O:36][CH3:37])=[N:34][CH:35]=1)[CH3:29]. The catalyst is C(#N)C. The product is [I:1][C:2]1[CH:3]=[C:4]2[N:10]=[CH:9][N:8]([CH2:11][C:12]3[CH:17]=[CH:16][C:15]([O:18][CH:28]([C:30]4[CH:35]=[N:34][C:33]([O:36][CH3:37])=[CH:32][CH:31]=4)[CH3:29])=[C:14]([O:19][CH3:20])[CH:13]=3)[C:5]2=[N:6][CH:7]=1. The yield is 0.490. (4) The reactants are Cl.[NH2:2][C@@H:3]1[CH2:7][C@H:6]([CH2:8][OH:9])[C@@H:5]([OH:10])[C@H:4]1[OH:11].[Cl:12][C:13]1[CH:18]=[C:17](Cl)[N:16]=[CH:15][N:14]=1.CCN(CC)CC. The product is [Cl:12][C:13]1[N:14]=[CH:15][N:16]=[C:17]([NH:2][C@@H:3]2[CH2:7][C@H:6]([CH2:8][OH:9])[C@@H:5]([OH:10])[C@H:4]2[OH:11])[CH:18]=1. The yield is 0.900. The catalyst is CCO.